Dataset: Full USPTO retrosynthesis dataset with 1.9M reactions from patents (1976-2016). Task: Predict the reactants needed to synthesize the given product. (1) Given the product [CH3:12][O:11][C:8]1[CH:9]=[CH:10][C:5]2[O:4][CH:3]=[C:2]([CH3:1])[C:6]=2[CH:7]=1, predict the reactants needed to synthesize it. The reactants are: [CH3:1][C:2]1[C:6]2[CH:7]=[C:8]([OH:11])[CH:9]=[CH:10][C:5]=2[O:4][CH:3]=1.[CH3:12]I. (2) Given the product [Cl:1][C:2]1[C:9]([CH3:10])=[C:8]([N:11]2[C@H:15]([C:16]([F:18])([F:19])[F:17])[C@@H:14]3[C:20](=[O:23])[CH2:21][CH2:22][N:13]3[C:12]2=[O:24])[CH:7]=[CH:6][C:3]=1[C:4]#[N:5], predict the reactants needed to synthesize it. The reactants are: [Cl:1][C:2]1[C:9]([CH3:10])=[C:8]([N:11]2[C@H:15]([C:16]([F:19])([F:18])[F:17])[C@@H:14]3[C@H:20]([OH:23])[CH2:21][CH2:22][N:13]3[C:12]2=[O:24])[CH:7]=[CH:6][C:3]=1[C:4]#[N:5].CC(OI1(OC(C)=O)(OC(C)=O)OC(=O)C2C=CC=CC1=2)=O.[O-]S([O-])(=S)=O.[Na+].[Na+].C([O-])(O)=O.[Na+]. (3) Given the product [C:1]([C:4]1[CH:12]=[CH:11][C:7]([C:8]([O:10][CH3:18])=[O:9])=[CH:6][CH:5]=1)(=[O:3])[CH3:2], predict the reactants needed to synthesize it. The reactants are: [C:1]([C:4]1[CH:12]=[CH:11][C:7]([C:8]([OH:10])=[O:9])=[CH:6][CH:5]=1)(=[O:3])[CH3:2].S(=O)(=O)(O)O.[CH3:18]O. (4) The reactants are: [C:1]1([C:17]2[CH:22]=[CH:21][CH:20]=[CH:19][CH:18]=2)[CH:6]=[CH:5][C:4]([CH:7]([NH:15][CH3:16])[CH2:8][N:9]2[CH2:14][CH2:13][O:12][CH2:11][CH2:10]2)=[CH:3][CH:2]=1.[CH2:23]([O:25][C:26]([C:28]1[CH:29]=[CH:30][C:31]2[O:36][CH2:35][C:34](=[O:37])[N:33]([CH2:38][C:39]([OH:41])=O)[C:32]=2[CH:42]=1)=[O:27])[CH3:24].C(N(CC)CC)C.F[P-](F)(F)(F)(F)F.N1(O[P+](N(C)C)(N(C)C)N(C)C)C2C=CC=CC=2N=N1.FC(F)(F)C(O)=O. Given the product [C:1]1([C:17]2[CH:22]=[CH:21][CH:20]=[CH:19][CH:18]=2)[CH:2]=[CH:3][C:4]([CH:7]([N:15]([CH3:16])[C:39](=[O:41])[CH2:38][N:33]2[C:32]3[CH:42]=[C:28]([C:26]([O:25][CH2:23][CH3:24])=[O:27])[CH:29]=[CH:30][C:31]=3[O:36][CH2:35][C:34]2=[O:37])[CH2:8][N:9]2[CH2:10][CH2:11][O:12][CH2:13][CH2:14]2)=[CH:5][CH:6]=1, predict the reactants needed to synthesize it. (5) Given the product [CH:21]1([NH:9][CH2:10][C:11]([O:13][CH2:14][C:15]2[CH:20]=[CH:19][CH:18]=[CH:17][CH:16]=2)=[O:12])[CH2:26][CH2:25][CH2:24][CH2:23][CH2:22]1, predict the reactants needed to synthesize it. The reactants are: C(N(CC)CC)C.Cl.[NH2:9][CH2:10][C:11]([O:13][CH2:14][C:15]1[CH:20]=[CH:19][CH:18]=[CH:17][CH:16]=1)=[O:12].[C:21]1(=O)[CH2:26][CH2:25][CH2:24][CH2:23][CH2:22]1.[BH4-].[Na+]. (6) Given the product [NH2:30][C:15]1[N:16]=[CH:17][C:18]([C:20]2[CH:25]=[CH:24][C:23](=[O:26])[N:22]([CH:27]([CH3:28])[CH3:29])[CH:21]=2)=[N:19][C:14]=1[C:12]1[O:13][C:9]([C:6]2[CH:7]=[CH:8][C:3]([CH2:2][NH:51][C@H:48]3[CH2:49][CH2:50][O:46][CH2:47]3)=[CH:4][C:5]=2[CH3:45])=[N:10][N:11]=1, predict the reactants needed to synthesize it. The reactants are: Br[CH2:2][C:3]1[CH:8]=[CH:7][C:6]([C:9]2[O:13][C:12]([C:14]3[C:15]([N:30](C(OC(C)(C)C)=O)C(=O)OC(C)(C)C)=[N:16][CH:17]=[C:18]([C:20]4[CH:25]=[CH:24][C:23](=[O:26])[N:22]([CH:27]([CH3:29])[CH3:28])[CH:21]=4)[N:19]=3)=[N:11][N:10]=2)=[C:5]([CH3:45])[CH:4]=1.[O:46]1[CH2:50][CH2:49][C@H:48]([NH2:51])[CH2:47]1.CCN(C(C)C)C(C)C. (7) Given the product [CH3:1][O:2][C:3]([C:5]1[C:6]2[CH:7]=[N:8][N:9]([CH2:14][C:15]3[CH:20]=[CH:19][CH:18]=[CH:17][CH:16]=3)[C:10]=2[CH:11]=[CH:12][CH:13]=1)=[O:4], predict the reactants needed to synthesize it. The reactants are: [CH3:1][O:2][C:3]([C:5]1[C:6]2[CH:7]=[N:8][NH:9][C:10]=2[CH:11]=[CH:12][CH:13]=1)=[O:4].[CH2:14](Br)[C:15]1[CH:20]=[CH:19][CH:18]=[CH:17][CH:16]=1.